Dataset: Full USPTO retrosynthesis dataset with 1.9M reactions from patents (1976-2016). Task: Predict the reactants needed to synthesize the given product. (1) Given the product [F:35][C:27]1[CH:26]=[C:25]([C:12]2[C:13]([CH3:23])([CH3:24])[C@H:14]3[C@:9]([CH3:36])([CH2:10][CH:11]=2)[C@@H:8]2[C@:17]([CH3:22])([C@@:18]4([CH3:21])[C@H:5]([CH2:6][CH2:7]2)[C@H:4]2[C@H:37]([C:40]([CH3:42])=[CH2:41])[CH2:38][CH2:39][C@:3]2([NH:2][CH2:45][CH2:46][N:47]2[CH2:52][CH2:51][O:50][CH2:49][CH2:48]2)[CH2:20][CH2:19]4)[CH2:16][CH2:15]3)[CH:34]=[CH:33][C:28]=1[C:29]([O:31][CH3:32])=[O:30], predict the reactants needed to synthesize it. The reactants are: Cl.[NH2:2][C@:3]12[CH2:39][CH2:38][C@@H:37]([C:40]([CH3:42])=[CH2:41])[C@@H:4]1[C@@H:5]1[C@@:18]([CH3:21])([CH2:19][CH2:20]2)[C@@:17]2([CH3:22])[C@@H:8]([C@:9]3([CH3:36])[C@@H:14]([CH2:15][CH2:16]2)[C:13]([CH3:24])([CH3:23])[C:12]([C:25]2[CH:34]=[CH:33][C:28]([C:29]([O:31][CH3:32])=[O:30])=[C:27]([F:35])[CH:26]=2)=[CH:11][CH2:10]3)[CH2:7][CH2:6]1.Cl.Cl[CH2:45][CH2:46][N:47]1[CH2:52][CH2:51][O:50][CH2:49][CH2:48]1.P(=O)(O)(O)O.[K].[I-].[K+]. (2) Given the product [Cl:8][C:9]1[CH:10]=[C:11]([CH:30]2[O:35][CH2:34][CH2:33][NH:32][CH2:31]2)[CH:12]=[CH:13][C:14]=1[NH:15][C:16]([C:18]1[CH:19]=[N:20][N:21]([C:23]2[CH:28]=[CH:27][C:26]([F:29])=[CH:25][CH:24]=2)[CH:22]=1)=[O:17], predict the reactants needed to synthesize it. The reactants are: FC(F)(F)C(O)=O.[Cl:8][C:9]1[CH:10]=[C:11]([CH:30]2[O:35][CH2:34][CH2:33][N:32](C(OC(C)(C)C)=O)[CH2:31]2)[CH:12]=[CH:13][C:14]=1[NH:15][C:16]([C:18]1[CH:19]=[N:20][N:21]([C:23]2[CH:28]=[CH:27][C:26]([F:29])=[CH:25][CH:24]=2)[CH:22]=1)=[O:17].[OH-].[Na+]. (3) Given the product [Cl:1][C:2]1[CH:3]=[CH:4][C:5]([O:25][CH2:26][CH:27]([CH3:32])[CH3:28])=[C:6]([CH2:8][C:9]2[O:10][CH:11]=[C:12]([C:14]3[NH:18][C:17]4[CH:19]=[CH:20][C:21]([CH2:23][OH:24])=[CH:22][C:16]=4[N:15]=3)[N:13]=2)[CH:7]=1, predict the reactants needed to synthesize it. The reactants are: [Cl:1][C:2]1[CH:3]=[CH:4][C:5]([O:25][CH2:26][C:27]2[CH:32]=CC=C[CH:28]=2)=[C:6]([CH2:8][C:9]2[O:10][CH:11]=[C:12]([C:14]3[NH:18][C:17]4[CH:19]=[CH:20][C:21]([CH2:23][OH:24])=[CH:22][C:16]=4[N:15]=3)[N:13]=2)[CH:7]=1.ClC1C=CC(OCC(C)C)=C(CC2OC=C(C3NC4C=CC(C(OC)=O)=CC=4N=3)N=2)C=1. (4) Given the product [F:1][CH:2]([F:8])[C:3](=[O:4])[CH2:22][C:21]([C:15]1[CH:16]=[CH:17][C:18]([O:19][CH3:20])=[C:13]([F:12])[CH:14]=1)=[O:23], predict the reactants needed to synthesize it. The reactants are: [F:1][CH:2]([F:8])[C:3](OCC)=[O:4].C[O-].[Na+].[F:12][C:13]1[CH:14]=[C:15]([C:21](=[O:23])[CH3:22])[CH:16]=[CH:17][C:18]=1[O:19][CH3:20].Cl. (5) Given the product [F:24][C:2]([F:1])([F:25])[C:3]1[CH:8]=[CH:7][CH:6]=[CH:5][C:4]=1[C:9]1[CH:14]=[CH:13][CH:12]=[C:11]([C:15]2[NH:19][C:18]([C:20]([NH2:26])=[O:22])=[N:17][CH:16]=2)[CH:10]=1, predict the reactants needed to synthesize it. The reactants are: [F:1][C:2]([F:25])([F:24])[C:3]1[CH:8]=[CH:7][CH:6]=[CH:5][C:4]=1[C:9]1[CH:14]=[CH:13][CH:12]=[C:11]([C:15]2[NH:19][C:18]([C:20]([O:22]C)=O)=[N:17][CH:16]=2)[CH:10]=1.[NH3:26]. (6) Given the product [F:33][C:34]([F:39])([F:38])[C:35]([OH:37])=[O:36].[NH2:24][CH2:23][CH:18]1[CH:19]([OH:22])[CH2:20][CH2:21][N:16]([CH2:15][C@H:14]2[N:9]3[C:10]4[C:11](=[C:2]([F:1])[CH:3]=[N:4][C:5]=4[CH:6]=[CH:7][C:8]3=[O:32])[O:12][CH2:13]2)[CH2:17]1, predict the reactants needed to synthesize it. The reactants are: [F:1][C:2]1[CH:3]=[N:4][C:5]2[CH:6]=[CH:7][C:8](=[O:32])[N:9]3[C@H:14]([CH2:15][N:16]4[CH2:21][CH2:20][CH:19]([OH:22])[CH:18]([CH2:23][NH:24]C(=O)OC(C)(C)C)[CH2:17]4)[CH2:13][O:12][C:11]=1[C:10]=23.[F:33][C:34]([F:39])([F:38])[C:35]([OH:37])=[O:36]. (7) Given the product [Cl:33][C:10]1[CH:14]=[CH:13][CH:15]=[CH:36][C:37]=1[CH:38]([C:10]1[CH2:14][C:13]([C:19]2[CH:20]=[C:21]([Cl:26])[CH:22]=[C:23]([Cl:25])[CH:24]=2)([C:15]([F:18])([F:16])[F:17])[O:12][N:11]=1)[NH:39][C:30](=[O:32])[CH2:29][C:27]#[N:28], predict the reactants needed to synthesize it. The reactants are: ClC1C=CC([C:10]2[CH2:14][C:13]([C:19]3[CH:24]=[C:23]([Cl:25])[CH:22]=[C:21]([Cl:26])[CH:20]=3)([C:15]([F:18])([F:17])[F:16])[O:12][N:11]=2)=CC=1CN.[C:27]([CH2:29][C:30]([OH:32])=O)#[N:28].[ClH:33].CN(C)[CH2:36][CH2:37][CH2:38][N:39]=C=NCC.C(=O)([O-])O.[Na+]. (8) Given the product [O:1]=[C:2]([C:9]1[O:10][C:11]([C:14]2[CH:19]=[CH:18][CH:17]=[CH:16][N:15]=2)=[CH:12][N:13]=1)[CH2:3][CH2:4][C:5]([NH:28][CH2:20][CH2:21][C:22]1[CH:27]=[CH:26][CH:25]=[CH:24][CH:23]=1)=[O:7], predict the reactants needed to synthesize it. The reactants are: [O:1]=[C:2]([C:9]1[O:10][C:11]([C:14]2[CH:19]=[CH:18][CH:17]=[CH:16][N:15]=2)=[CH:12][N:13]=1)[CH2:3][CH2:4][C:5]([O:7]C)=O.[CH2:20]([NH2:28])[CH2:21][C:22]1[CH:27]=[CH:26][CH:25]=[CH:24][CH:23]=1. (9) Given the product [CH2:1]([O:3][C:4](=[O:23])[C:5]1[CH:10]=[CH:9][C:8]([CH:11]([C:20](=[O:22])[NH:24][C:25]2[O:26][C:27]3[CH:33]=[CH:32][CH:31]=[CH:30][C:28]=3[N:29]=2)[CH2:12][C:13]2[CH:14]=[CH:15][C:16]([F:19])=[CH:17][CH:18]=2)=[CH:7][CH:6]=1)[CH3:2], predict the reactants needed to synthesize it. The reactants are: [CH2:1]([O:3][C:4](=[O:23])[C:5]1[CH:10]=[CH:9][C:8]([CH:11]([C:20]([OH:22])=O)[CH2:12][C:13]2[CH:18]=[CH:17][C:16]([F:19])=[CH:15][CH:14]=2)=[CH:7][CH:6]=1)[CH3:2].[NH2:24][C:25]1[O:26][C:27]2[CH:33]=[CH:32][CH:31]=[CH:30][C:28]=2[N:29]=1.CCN=C=NCCCN(C)C.Cl. (10) Given the product [F:19][C:20]1[CH:25]=[C:24]([C:2]2[CH:7]=[CH:6][CH:5]=[CH:4][C:3]=2[NH:8][C:9](=[O:18])[O:10][CH2:11][C@@H:12]2[CH2:16][CH2:15][N:14]([CH3:17])[CH2:13]2)[CH:23]=[CH:22][CH:21]=1, predict the reactants needed to synthesize it. The reactants are: Br[C:2]1[CH:7]=[CH:6][CH:5]=[CH:4][C:3]=1[NH:8][C:9](=[O:18])[O:10][CH2:11][C@@H:12]1[CH2:16][CH2:15][N:14]([CH3:17])[CH2:13]1.[F:19][C:20]1[CH:21]=[C:22](B(O)O)[CH:23]=[CH:24][CH:25]=1.C(=O)([O-])[O-].[K+].[K+].